From a dataset of Full USPTO retrosynthesis dataset with 1.9M reactions from patents (1976-2016). Predict the reactants needed to synthesize the given product. Given the product [CH3:21][N:2]([CH3:1])[CH2:3][CH2:4][CH2:5][O:6][C:7]1[CH:12]=[CH:11][C:10]([C:13](=[O:20])[CH2:14][CH2:15][C:16]([OH:19])([CH3:17])[CH3:18])=[CH:9][CH:8]=1, predict the reactants needed to synthesize it. The reactants are: [CH3:1][N:2]([CH3:21])[CH2:3][CH2:4][CH2:5][O:6][C:7]1[CH:12]=[CH:11][C:10]([C:13](=[O:20])/[CH:14]=[CH:15]/[C:16]([OH:19])([CH3:18])[CH3:17])=[CH:9][CH:8]=1.